From a dataset of Full USPTO retrosynthesis dataset with 1.9M reactions from patents (1976-2016). Predict the reactants needed to synthesize the given product. (1) The reactants are: S(Cl)(Cl)=O.[N+:5]([C:8]1[C:9]([C:13]([OH:15])=[O:14])=[N:10][NH:11][CH:12]=1)([O-:7])=[O:6].[CH3:16]O. Given the product [N+:5]([C:8]1[CH:12]=[N:11][NH:10][C:9]=1[C:13]([O:15][CH3:16])=[O:14])([O-:7])=[O:6], predict the reactants needed to synthesize it. (2) Given the product [Cl:1][C:2]1[CH:11]=[C:10]2[C:5]([C:6]([N:12]([CH2:28][CH2:27][CH2:31][N:9]([CH2:10][CH3:5])[CH2:8][CH3:7])[CH2:13][CH2:14][CH2:15][CH2:16][NH2:17])=[CH:7][CH:8]=[N:9]2)=[CH:4][CH:3]=1, predict the reactants needed to synthesize it. The reactants are: [Cl:1][C:2]1[CH:11]=[C:10]2[C:5]([C:6]([NH:12][CH2:13][CH2:14][CH2:15][CH2:16][NH:17]C(=O)CCN(CC)CC)=[CH:7][CH:8]=[N:9]2)=[CH:4][CH:3]=1.[CH2:27]1[CH2:31]OC[CH2:28]1.